From a dataset of Reaction yield outcomes from USPTO patents with 853,638 reactions. Predict the reaction yield, written as a fraction of the theoretical maximum amount of product (1.0 means a 100% yield; for example, 0.34 means a 34% yield). The reactants are [CH3:1][N:2]1[CH:6]=[C:5]([C:7]2[N:12]=[C:11]3[N:13]([CH2:16][C@@H:17]4[CH2:22][N:21]([C:23]5[N:28]=[CH:27][C:26]([C:29]6[CH:36]=[CH:35][C:32](C=O)=[CH:31][CH:30]=6)=[CH:25][N:24]=5)[CH2:20][CH2:19][O:18]4)[N:14]=[N:15][C:10]3=[N:9][CH:8]=2)[CH:4]=[N:3]1.[NH:37]1[CH2:42][CH2:41][O:40][CH2:39][CH2:38]1.[C:43](O)(=O)C.[BH-](OC(C)=O)(OC(C)=O)OC(C)=O.[Na+].C([O-])([O-])=O.[K+].[K+]. The catalyst is C(Cl)Cl. The product is [CH3:1][N:2]1[CH:6]=[C:5]([C:7]2[N:12]=[C:11]3[N:13]([CH2:16][C@H:17]4[O:18][CH2:19][CH2:20][N:21]([C:23]5[N:28]=[CH:27][C:26]([C:29]6[CH:36]=[CH:35][C:32]([CH2:43][N:37]7[CH2:42][CH2:41][O:40][CH2:39][CH2:38]7)=[CH:31][CH:30]=6)=[CH:25][N:24]=5)[CH2:22]4)[N:14]=[N:15][C:10]3=[N:9][CH:8]=2)[CH:4]=[N:3]1. The yield is 0.410.